Task: Predict the product of the given reaction.. Dataset: Forward reaction prediction with 1.9M reactions from USPTO patents (1976-2016) (1) Given the reactants [N:1]1([C:5]([C:7]2[CH:8]=[C:9]([Cl:43])[C:10]([O:13][C:14]3[CH:15]=[C:16]([CH:28]=[C:29]([O:31][C@@H:32]([CH3:42])[CH2:33][O:34][Si](C(C)(C)C)(C)C)[CH:30]=3)[C:17]([NH:19][C:20]3[CH:24]=[CH:23][N:22]([CH:25]([CH3:27])[CH3:26])[N:21]=3)=[O:18])=[N:11][CH:12]=2)=[O:6])[CH2:4][CH2:3][CH2:2]1.Cl.C(=O)(O)[O-].[Na+], predict the reaction product. The product is: [N:1]1([C:5]([C:7]2[CH:8]=[C:9]([Cl:43])[C:10]([O:13][C:14]3[CH:15]=[C:16]([CH:28]=[C:29]([O:31][C@@H:32]([CH3:42])[CH2:33][OH:34])[CH:30]=3)[C:17]([NH:19][C:20]3[CH:24]=[CH:23][N:22]([CH:25]([CH3:27])[CH3:26])[N:21]=3)=[O:18])=[N:11][CH:12]=2)=[O:6])[CH2:2][CH2:3][CH2:4]1. (2) Given the reactants [C:1]([O:5][C:6]([N:8]1[CH2:13][CH2:12][C:11]([NH:17][C:18]([O:20][CH2:21][C:22]2[CH:27]=[CH:26][CH:25]=[CH:24][CH:23]=2)=[O:19])([C:14]([OH:16])=[O:15])[CH2:10][CH2:9]1)=[O:7])([CH3:4])([CH3:3])[CH3:2].[C:28]([O-])([O-])=O.[K+].[K+].CI, predict the reaction product. The product is: [CH3:28][O:15][C:14]([C:11]1([NH:17][C:18]([O:20][CH2:21][C:22]2[CH:27]=[CH:26][CH:25]=[CH:24][CH:23]=2)=[O:19])[CH2:12][CH2:13][N:8]([C:6]([O:5][C:1]([CH3:4])([CH3:2])[CH3:3])=[O:7])[CH2:9][CH2:10]1)=[O:16]. (3) Given the reactants [OH:1][C:2]1[CH:3]=[C:4]([N+:12]([O-:14])=[O:13])[C:5](C)=[C:6]([CH:10]=1)C(O)=O.[C:15](=O)([O-])[O-].[Na+].[Na+].CI.[C:23]([O:26][CH2:27]C)(=[O:25])[CH3:24], predict the reaction product. The product is: [CH3:15][O:1][C:2]1[CH:3]=[C:4]([N+:12]([O-:14])=[O:13])[C:5]([CH3:6])=[C:24]([CH:10]=1)[C:23]([O:26][CH3:27])=[O:25]. (4) Given the reactants Br[C:2]1[C:3](=O)[O:4][CH:5]([C:8]2[CH:13]=[CH:12][C:11]([CH3:14])=[CH:10][CH:9]=2)[C:6]=1[Br:7].[NH2:16][NH2:17], predict the reaction product. The product is: [Br:7][C:6]1[C:5]([C:8]2[CH:13]=[CH:12][C:11]([CH3:14])=[CH:10][CH:9]=2)=[N:17][NH:16][C:3](=[O:4])[CH:2]=1. (5) Given the reactants C(N(C(C)C)C(C)C)C.[CH3:10][C:11]1([C:15]2[CH:19]=[C:18]([CH2:20][NH2:21])[O:17][N:16]=2)[CH2:14][O:13][CH2:12]1.Cl[C:23]1[N:28]=[C:27]([NH:29][C:30]2[NH:31][N:32]=[C:33]([O:35][CH:36]([CH3:38])[CH3:37])[CH:34]=2)[CH:26]=[CH:25][N:24]=1, predict the reaction product. The product is: [CH3:10][C:11]1([C:15]2[CH:19]=[C:18]([CH2:20][NH:21][C:23]3[N:28]=[C:27]([NH:29][C:30]4[NH:31][N:32]=[C:33]([O:35][CH:36]([CH3:38])[CH3:37])[CH:34]=4)[CH:26]=[CH:25][N:24]=3)[O:17][N:16]=2)[CH2:14][O:13][CH2:12]1. (6) The product is: [C:38]([C:6]1[N:7]=[C:2]([NH:37][CH2:36][C:30]2[CH:35]=[CH:34][CH:33]=[CH:32][CH:31]=2)[C:3](=[O:20])[N:4]([C:9]2[CH:10]=[C:11]([CH:16]=[CH:17][C:18]=2[CH3:19])[C:12]([NH:24][CH:25]2[CH2:26][CH2:27]2)=[O:14])[CH:5]=1)#[N:41]. Given the reactants Br[C:2]1[C:3](=[O:20])[N:4]([C:9]2[CH:10]=[C:11]([CH:16]=[CH:17][C:18]=2[CH3:19])[C:12]([O:14]C)=O)[CH:5]=[C:6](Br)[N:7]=1.C([N:24](CC)[CH:25]([CH3:27])[CH3:26])(C)C.[C:30]1([CH2:36][NH2:37])[CH:35]=[CH:34][CH:33]=[CH:32][CH:31]=1.[CH:38]1([NH2:41])CC1.C1([Mg]Br)CCCC1.[Cl-].[NH4+], predict the reaction product. (7) Given the reactants [NH2:1][C:2]1[C:3]([C:22]2[CH:27]=[CH:26][C:25]([Cl:28])=[CH:24][C:23]=2[Cl:29])=[N:4][C:5]([NH:8][CH2:9][CH2:10][NH:11][C:12]2[CH:17]=[CH:16][C:15]([N+:18]([O-:20])=[O:19])=[C:14]([NH2:21])[N:13]=2)=[N:6][CH:7]=1.[C:30](OC(=O)C)(=[O:32])[CH3:31], predict the reaction product. The product is: [NH2:21][C:14]1[N:13]=[C:12]([NH:11][CH2:10][CH2:9][NH:8][C:5]2[N:4]=[C:3]([C:22]3[CH:27]=[CH:26][C:25]([Cl:28])=[CH:24][C:23]=3[Cl:29])[C:2]([NH:1][C:30](=[O:32])[CH3:31])=[CH:7][N:6]=2)[CH:17]=[CH:16][C:15]=1[N+:18]([O-:20])=[O:19]. (8) Given the reactants [CH3:1][S:2](Cl)(=[O:4])=[O:3].[CH2:6]([S:13][C:14]1[N:19]=[C:18]([NH:20][C@H:21]([CH3:31])[CH2:22][O:23][Si:24]([C:27]([CH3:30])([CH3:29])[CH3:28])([CH3:26])[CH3:25])[CH:17]=[C:16]([NH2:32])[N:15]=1)[C:7]1[CH:12]=[CH:11][CH:10]=[CH:9][CH:8]=1.C(=O)([O-])[O-].[K+].[K+], predict the reaction product. The product is: [CH2:6]([S:13][C:14]1[N:15]=[C:16]([NH:32][S:2]([CH3:1])(=[O:4])=[O:3])[CH:17]=[C:18]([NH:20][C@H:21]([CH3:31])[CH2:22][O:23][Si:24]([C:27]([CH3:30])([CH3:29])[CH3:28])([CH3:25])[CH3:26])[N:19]=1)[C:7]1[CH:8]=[CH:9][CH:10]=[CH:11][CH:12]=1.